From a dataset of HIV replication inhibition screening data with 41,000+ compounds from the AIDS Antiviral Screen. Binary Classification. Given a drug SMILES string, predict its activity (active/inactive) in a high-throughput screening assay against a specified biological target. The compound is COC(=O)C(Cc1nc2ccc(Cl)cc2nc1O)C(=NNC(N)=O)C(=O)Nc1ccc(Cl)cc1. The result is 0 (inactive).